Dataset: Catalyst prediction with 721,799 reactions and 888 catalyst types from USPTO. Task: Predict which catalyst facilitates the given reaction. (1) Reactant: [CH3:1][N:2]1[C:7](=[O:8])[C:6]([NH:9][C:10]2[CH:15]=[CH:14][C:13]([N:16]3[CH2:21][CH2:20][N:19]([CH:22]4[CH2:25][O:24][CH2:23]4)[CH2:18][CH2:17]3)=[CH:12][N:11]=2)=[CH:5][C:4]([C:26]2[C:31]([CH:32]=[O:33])=[C:30]([N:34]3[C:46](=[O:47])[C:38]4=[CH:39][N:40]5[C:45]([CH2:44][CH2:43][CH2:42][CH2:41]5)=[C:37]4[CH:36]=[N:35]3)[N:29]=[CH:28][CH:27]=2)=[CH:3]1.[BH4-].[Na+]. Product: [OH:33][CH2:32][C:31]1[C:30]([N:34]2[C:46](=[O:47])[C:38]3=[CH:39][N:40]4[C:45]([CH2:44][CH2:43][CH2:42][CH2:41]4)=[C:37]3[CH:36]=[N:35]2)=[N:29][CH:28]=[CH:27][C:26]=1[C:4]1[CH:5]=[C:6]([NH:9][C:10]2[CH:15]=[CH:14][C:13]([N:16]3[CH2:17][CH2:18][N:19]([CH:22]4[CH2:25][O:24][CH2:23]4)[CH2:20][CH2:21]3)=[CH:12][N:11]=2)[C:7](=[O:8])[N:2]([CH3:1])[CH:3]=1. The catalyst class is: 5. (2) Reactant: [C:1]([C@@H:9]1[CH2:14][CH2:13][CH2:12][N:11]([C:15]([O:17][C:18]([CH3:21])([CH3:20])[CH3:19])=[O:16])[CH2:10]1)(=[O:8])[C:2]1[CH:7]=[CH:6][CH:5]=[CH:4][CH:3]=1.B1(C)OC(C2C=CC=CC=2)(C2C=CC=CC=2)[C@@H]2N1CCC2.[B]1OC2C(=CC=CC=2)O1.O. Product: [OH:8][C@@H:1]([C:2]1[CH:3]=[CH:4][CH:5]=[CH:6][CH:7]=1)[C@@H:9]1[CH2:14][CH2:13][CH2:12][N:11]([C:15]([O:17][C:18]([CH3:19])([CH3:20])[CH3:21])=[O:16])[CH2:10]1. The catalyst class is: 691.